This data is from Catalyst prediction with 721,799 reactions and 888 catalyst types from USPTO. The task is: Predict which catalyst facilitates the given reaction. (1) Reactant: C([O:3][C:4](=[O:37])[C:5]([CH2:20][C:21]1[CH:26]=[CH:25][C:24]([O:27][CH2:28][CH2:29][N:30]2[CH2:36][CH2:35][CH2:34][CH2:33][CH2:32][CH2:31]2)=[CH:23][CH:22]=1)([S:9]([C:12]1[CH:17]=[CH:16][C:15]([O:18][CH3:19])=[CH:14][CH:13]=1)(=[O:11])=[O:10])[CH2:6][CH2:7][CH3:8])C. Product: [N:30]1([CH2:29][CH2:28][O:27][C:24]2[CH:23]=[CH:22][C:21]([CH2:20][C:5]([S:9]([C:12]3[CH:13]=[CH:14][C:15]([O:18][CH3:19])=[CH:16][CH:17]=3)(=[O:10])=[O:11])([CH2:6][CH2:7][CH3:8])[C:4]([OH:37])=[O:3])=[CH:26][CH:25]=2)[CH2:36][CH2:35][CH2:34][CH2:33][CH2:32][CH2:31]1. The catalyst class is: 273. (2) Reactant: [CH:1]1([CH2:4][N:5]2[C:10]3[S:11][CH:12]=[C:13]([C:14]([OH:16])=[O:15])[C:9]=3[C:8](=[O:17])[N:7]([CH3:18])[C:6]2=[O:19])[CH2:3][CH2:2]1.C([N-]C(C)C)(C)C.[Li+].[F:28][C:29]([F:39])([F:38])[C:30]1[CH:37]=[CH:36][CH:35]=[CH:34][C:31]=1[CH:32]=O.Cl. Product: [CH3:36][CH2:37][CH2:30][CH:31]([CH3:34])[CH3:32].[CH:1]1([CH2:4][N:5]2[C:10]3[S:11][C:12]([CH2:32][C:31]4[CH:34]=[CH:35][CH:36]=[CH:37][C:30]=4[C:29]([F:28])([F:38])[F:39])=[C:13]([C:14]([OH:16])=[O:15])[C:9]=3[C:8](=[O:17])[N:7]([CH3:18])[C:6]2=[O:19])[CH2:3][CH2:2]1. The catalyst class is: 7. (3) Reactant: [F:1][C:2]1[C:7]2[C:8]([C:18](=[O:21])[NH:19][CH3:20])=[C:9]([C:11]3[CH:16]=[CH:15][C:14]([F:17])=[CH:13][CH:12]=3)[O:10][C:6]=2[CH:5]=[CH:4][C:3]=1[C:22]1[CH:23]=[C:24]([CH:28]=[CH:29][C:30]=1[CH3:31])[C:25]([OH:27])=O.Cl.[N:33]1[CH:38]=[CH:37][C:36]([C:39]2([NH2:42])[CH2:41][CH2:40]2)=[CH:35][N:34]=1.CN([P+](ON1N=NC2C=CC=CC1=2)(N(C)C)N(C)C)C.F[P-](F)(F)(F)(F)F. Product: [F:1][C:2]1[C:7]2[C:8]([C:18]([NH:19][CH3:20])=[O:21])=[C:9]([C:11]3[CH:12]=[CH:13][C:14]([F:17])=[CH:15][CH:16]=3)[O:10][C:6]=2[CH:5]=[CH:4][C:3]=1[C:22]1[CH:23]=[C:24]([C:25](=[O:27])[NH:42][C:39]2([C:36]3[CH:37]=[CH:38][N:33]=[N:34][CH:35]=3)[CH2:41][CH2:40]2)[CH:28]=[CH:29][C:30]=1[CH3:31]. The catalyst class is: 18. (4) Reactant: CC1(C)C(C)(C)OB([C:9]2[CH:14]=[CH:13][N:12]=[CH:11][CH:10]=2)O1.[CH:16]([N:20]1[CH:24]=[C:23](I)[C:22]([C:26]2[S:27][CH:28]=[C:29]([Cl:31])[CH:30]=2)=[N:21]1)([CH2:18][CH3:19])[CH3:17].C(=O)([O-])[O-].[Na+].[Na+]. Product: [CH:16]([N:20]1[CH:24]=[C:23]([C:9]2[CH:10]=[CH:11][N:12]=[CH:13][CH:14]=2)[C:22]([C:26]2[S:27][CH:28]=[C:29]([Cl:31])[CH:30]=2)=[N:21]1)([CH2:18][CH3:19])[CH3:17]. The catalyst class is: 12. (5) Reactant: [Cl:1][C:2]1[CH:22]=[CH:21][C:5]([C:6]([C:8]2[S:20][C:11]3[NH:12][C:13]([C:15]([O:17][CH2:18][CH3:19])=[O:16])=[CH:14][C:10]=3[CH:9]=2)=O)=[CH:4][CH:3]=1.[Al+3].[Cl-].[Cl-].[Cl-].[BH4-].[Na+]. Product: [Cl:1][C:2]1[CH:3]=[CH:4][C:5]([CH2:6][C:8]2[S:20][C:11]3[NH:12][C:13]([C:15]([O:17][CH2:18][CH3:19])=[O:16])=[CH:14][C:10]=3[CH:9]=2)=[CH:21][CH:22]=1. The catalyst class is: 1. (6) Reactant: [CH3:1][O:2][C:3]1[CH:4]=[C:5]2[C:9](=[CH:10][CH:11]=1)[NH:8][C:7]([C:12]([OH:14])=O)=[CH:6]2.[CH3:15][C:16]([OH:25])([CH3:24])[CH2:17][CH:18]1[CH2:23][CH2:22][NH:21][CH2:20][CH2:19]1.Cl.C(N=C=NCCCN(C)C)C.ON1C2C=CC=CC=2N=N1.Cl. Product: [CH3:1][O:2][C:3]1[CH:4]=[C:5]2[C:9](=[CH:10][CH:11]=1)[NH:8][C:7]([C:12]([N:21]1[CH2:22][CH2:23][CH:18]([CH2:17][C:16]([CH3:24])([OH:25])[CH3:15])[CH2:19][CH2:20]1)=[O:14])=[CH:6]2. The catalyst class is: 3.